From a dataset of Full USPTO retrosynthesis dataset with 1.9M reactions from patents (1976-2016). Predict the reactants needed to synthesize the given product. Given the product [CH2:20]1[C:21]2[C:26](=[CH:25][CH:24]=[CH:23][CH:22]=2)[CH2:27][CH:19]1[NH:18][C:15]1[N:16]=[CH:17][C:12]2[CH2:11][N:10]([C:8]([C:5]3[N:6]=[N:7][C:2]([C:35]#[C:34][Si:31]([CH3:33])([CH3:32])[CH3:30])=[CH:3][CH:4]=3)=[O:9])[CH2:29][CH2:28][C:13]=2[N:14]=1, predict the reactants needed to synthesize it. The reactants are: Cl[C:2]1[N:7]=[N:6][C:5]([C:8]([N:10]2[CH2:29][CH2:28][C:13]3[N:14]=[C:15]([NH:18][CH:19]4[CH2:27][C:26]5[C:21](=[CH:22][CH:23]=[CH:24][CH:25]=5)[CH2:20]4)[N:16]=[CH:17][C:12]=3[CH2:11]2)=[O:9])=[CH:4][CH:3]=1.[CH3:30][Si:31]([C:34]#[CH:35])([CH3:33])[CH3:32].